From a dataset of Catalyst prediction with 721,799 reactions and 888 catalyst types from USPTO. Predict which catalyst facilitates the given reaction. Reactant: [NH2:1][C:2]1[CH:3]=[CH:4][CH:5]=[C:6]2[C:11]=1[NH:10][CH2:9][CH2:8][CH2:7]2.[C:12](O[C:12]([O:14][C:15]([CH3:18])([CH3:17])[CH3:16])=[O:13])([O:14][C:15]([CH3:18])([CH3:17])[CH3:16])=[O:13]. Product: [C:15]([O:14][C:12]([NH:1][C:2]1[CH:3]=[CH:4][CH:5]=[C:6]2[C:11]=1[NH:10][CH2:9][CH2:8][CH2:7]2)=[O:13])([CH3:18])([CH3:17])[CH3:16]. The catalyst class is: 299.